From a dataset of Full USPTO retrosynthesis dataset with 1.9M reactions from patents (1976-2016). Predict the reactants needed to synthesize the given product. (1) Given the product [CH3:1][O:2][C:3]1[CH:4]=[CH:5][C:6]([CH:9]=[CH2:10])=[CH:7][N:8]=1, predict the reactants needed to synthesize it. The reactants are: [CH3:1][O:2][C:3]1[N:8]=[CH:7][C:6]([CH:9](O)[CH3:10])=[CH:5][CH:4]=1.C(N(CC)CC)C.CS(Cl)(=O)=O. (2) The reactants are: [CH:1]1([C:6]([C:8]2[C:9]([O:14][CH3:15])=[N:10][CH:11]=[CH:12][CH:13]=2)=O)[CH2:5][CH:4]=[CH:3][CH2:2]1.[OH-].[K+].NN.O. Given the product [CH:1]1([CH2:6][C:8]2[C:9]([O:14][CH3:15])=[N:10][CH:11]=[CH:12][CH:13]=2)[CH2:2][CH:3]=[CH:4][CH2:5]1, predict the reactants needed to synthesize it. (3) Given the product [CH3:13][O:14][C:15](=[O:39])[CH2:16][N:17]([S:2](=[O:4])(=[O:3])[NH:5][C:6]([O:12][C:8]([CH3:11])([CH3:10])[CH3:9])=[O:7])[C:18]1[CH:19]=[C:20]2[C:25](=[CH:26][C:27]=1[O:28][CH2:29][C:30]1[CH:35]=[CH:34][CH:33]=[CH:32][CH:31]=1)[O:24][C:23](=[O:36])[C:22]([O:37][CH3:38])=[CH:21]2, predict the reactants needed to synthesize it. The reactants are: Cl[S:2]([N:5]=[C:6]=[O:7])(=[O:4])=[O:3].[C:8]([OH:12])([CH3:11])([CH3:10])[CH3:9].[CH3:13][O:14][C:15](=[O:39])[CH2:16][NH:17][C:18]1[CH:19]=[C:20]2[C:25](=[CH:26][C:27]=1[O:28][CH2:29][C:30]1[CH:35]=[CH:34][CH:33]=[CH:32][CH:31]=1)[O:24][C:23](=[O:36])[C:22]([O:37][CH3:38])=[CH:21]2.C(N(CC)CC)C.